Predict the reactants needed to synthesize the given product. From a dataset of Full USPTO retrosynthesis dataset with 1.9M reactions from patents (1976-2016). Given the product [NH2:1][C:2]([C:4]1[CH:5]=[N:6][C:7]2[C:12]([C:13]=1[NH:14][C:15]1[CH:16]=[C:17]([CH:23]=[CH:24][CH:25]=1)[C:18]([O:20][CH2:21][CH3:22])=[O:19])=[CH:11][CH:10]=[C:9]([C:32]1[C:33]([O:35][CH3:36])=[N:34][C:29]([O:28][CH3:27])=[N:30][CH:31]=1)[CH:8]=2)=[O:3], predict the reactants needed to synthesize it. The reactants are: [NH2:1][C:2]([C:4]1[CH:5]=[N:6][C:7]2[C:12]([C:13]=1[NH:14][C:15]1[CH:16]=[C:17]([CH:23]=[CH:24][CH:25]=1)[C:18]([O:20][CH2:21][CH3:22])=[O:19])=[CH:11][CH:10]=[C:9](Br)[CH:8]=2)=[O:3].[CH3:27][O:28][C:29]1[N:34]=[C:33]([O:35][CH3:36])[C:32](B(O)O)=[CH:31][N:30]=1.C(=O)([O-])[O-].[K+].[K+].